Task: Predict the product of the given reaction.. Dataset: Forward reaction prediction with 1.9M reactions from USPTO patents (1976-2016) (1) Given the reactants [C:1]([O:5][C:6]([N:8]1[CH2:13][CH2:12][NH:11][CH:10]([CH2:14][C:15]([O:17]C)=[O:16])[CH2:9]1)=[O:7])([CH3:4])([CH3:3])[CH3:2].[OH-].[Na+].Cl.[CH:22]1[C:34]2[CH:33]([CH2:35][O:36][C:37](Cl)=[O:38])[C:32]3[C:27](=[CH:28][CH:29]=[CH:30][CH:31]=3)[C:26]=2[CH:25]=[CH:24][CH:23]=1, predict the reaction product. The product is: [CH:22]1[C:34]2[CH:33]([CH2:35][O:36][C:37]([N:11]3[CH2:12][CH2:13][N:8]([C:6]([O:5][C:1]([CH3:2])([CH3:3])[CH3:4])=[O:7])[CH2:9][CH:10]3[CH2:14][C:15]([OH:17])=[O:16])=[O:38])[C:32]3[C:27](=[CH:28][CH:29]=[CH:30][CH:31]=3)[C:26]=2[CH:25]=[CH:24][CH:23]=1. (2) The product is: [CH2:12]([O:1][C:2]1[C:9]([O:10][CH3:11])=[CH:8][CH:7]=[CH:6][C:3]=1[CH:4]=[O:5])[C:13]1[CH:18]=[CH:17][CH:16]=[CH:15][CH:14]=1. Given the reactants [OH:1][C:2]1[C:9]([O:10][CH3:11])=[CH:8][CH:7]=[CH:6][C:3]=1[CH:4]=[O:5].[CH2:12](Br)[C:13]1[CH:18]=[CH:17][CH:16]=[CH:15][CH:14]=1.C(=O)([O-])[O-].[K+].[K+].Cl, predict the reaction product.